Regression. Given two drug SMILES strings and cell line genomic features, predict the synergy score measuring deviation from expected non-interaction effect. From a dataset of Merck oncology drug combination screen with 23,052 pairs across 39 cell lines. (1) Drug 1: CCc1c2c(nc3ccc(O)cc13)-c1cc3c(c(=O)n1C2)COC(=O)C3(O)CC. Drug 2: CNC(=O)c1cc(Oc2ccc(NC(=O)Nc3ccc(Cl)c(C(F)(F)F)c3)cc2)ccn1. Cell line: NCIH460. Synergy scores: synergy=26.2. (2) Drug 1: CN(Cc1cnc2nc(N)nc(N)c2n1)c1ccc(C(=O)NC(CCC(=O)O)C(=O)O)cc1. Drug 2: O=C(CCCCCCC(=O)Nc1ccccc1)NO. Cell line: COLO320DM. Synergy scores: synergy=-14.5. (3) Drug 1: N.N.O=C(O)C1(C(=O)O)CCC1.[Pt]. Drug 2: O=C(O)C1(Cc2cccc(Nc3nccs3)n2)CCC(Oc2cccc(Cl)c2F)CC1. Cell line: COLO320DM. Synergy scores: synergy=-1.21. (4) Drug 1: CN(Cc1cnc2nc(N)nc(N)c2n1)c1ccc(C(=O)NC(CCC(=O)O)C(=O)O)cc1. Drug 2: N#Cc1ccc(Cn2cncc2CN2CCN(c3cccc(Cl)c3)C(=O)C2)cc1. Cell line: VCAP. Synergy scores: synergy=-20.7. (5) Drug 1: CN1C(=O)C=CC2(C)C3CCC4(C)C(NC(=O)OCC(F)(F)F)CCC4C3CCC12. Drug 2: O=S1(=O)NC2(CN1CC(F)(F)F)C1CCC2Cc2cc(C=CCN3CCC(C(F)(F)F)CC3)ccc2C1. Cell line: HT144. Synergy scores: synergy=-9.85.